From a dataset of Catalyst prediction with 721,799 reactions and 888 catalyst types from USPTO. Predict which catalyst facilitates the given reaction. (1) Reactant: C(=O)([O-])[O-].[K+].[K+].[CH3:7][O:8][C:9](=[O:18])[C:10]1[CH:15]=[CH:14][C:13]([OH:16])=[C:12]([OH:17])[CH:11]=1.[CH2:19](Br)[C:20]1[CH:25]=[CH:24][CH:23]=[CH:22][CH:21]=1. Product: [CH3:7][O:8][C:9](=[O:18])[C:10]1[CH:15]=[CH:14][C:13]([O:16][CH2:19][C:20]2[CH:25]=[CH:24][CH:23]=[CH:22][CH:21]=2)=[C:12]([O:17][CH2:9][C:10]2[CH:15]=[CH:14][CH:13]=[CH:12][CH:11]=2)[CH:11]=1. The catalyst class is: 21. (2) Reactant: [CH3:1][O:2][C:3]1[CH:11]=[CH:10][CH:9]=[CH:8][C:4]=1[C:5](O)=[O:6].S(Cl)([Cl:14])=O. Product: [CH3:1][O:2][C:3]1[CH:11]=[CH:10][CH:9]=[CH:8][C:4]=1[C:5]([Cl:14])=[O:6]. The catalyst class is: 9. (3) Reactant: [F:1][C:2]1[CH:3]=[C:4]([C:8]#[C:9][N:10]2[C:18]3[CH:17]=[CH:16][C:15]([CH3:19])=[CH:14][C:13]=3[C:12]3[CH2:20][N:21]([CH3:24])[CH2:22][CH2:23][C:11]2=3)[CH:5]=[N:6][CH:7]=1.C([O-])=O.[NH4+]. Product: [F:1][C:2]1[CH:3]=[C:4]([CH2:8][CH2:9][N:10]2[C:18]3[CH:17]=[CH:16][C:15]([CH3:19])=[CH:14][C:13]=3[C:12]3[CH2:20][N:21]([CH3:24])[CH2:22][CH2:23][C:11]2=3)[CH:5]=[N:6][CH:7]=1. The catalyst class is: 19. (4) Reactant: [C:1]([C:3]1[CH:8]=[CH:7][C:6]([C:9]2[N:13]3[CH:14]=[C:15]([C:18]4[CH:26]=[CH:25][C:21]([C:22]([OH:24])=O)=[CH:20][C:19]=4[F:27])[N:16]=[CH:17][C:12]3=[N:11][CH:10]=2)=[CH:5][CH:4]=1)#[N:2].CCN(C(C)C)C(C)C.C1C=CC2N(O)N=NC=2C=1.CCN=C=NCCCN(C)C.Cl.[CH3:59][N:60]1[CH2:65][CH2:64][NH:63][CH2:62][CH2:61]1. Product: [F:27][C:19]1[CH:20]=[C:21]([C:22]([N:63]2[CH2:64][CH2:65][N:60]([CH3:59])[CH2:61][CH2:62]2)=[O:24])[CH:25]=[CH:26][C:18]=1[C:15]1[N:16]=[CH:17][C:12]2[N:13]([C:9]([C:6]3[CH:5]=[CH:4][C:3]([C:1]#[N:2])=[CH:8][CH:7]=3)=[CH:10][N:11]=2)[CH:14]=1. The catalyst class is: 59.